This data is from Catalyst prediction with 721,799 reactions and 888 catalyst types from USPTO. The task is: Predict which catalyst facilitates the given reaction. (1) Reactant: [SH:1][C:2]1[CH:11]=[CH:10][C:5]([C:6]([O:8][CH3:9])=[O:7])=[CH:4][CH:3]=1.C(=O)([O-])[O-].[K+].[K+].Br[C:19]([CH3:28])([CH3:27])[C:20]([O:22][C:23]([CH3:26])([CH3:25])[CH3:24])=[O:21]. Product: [C:23]([O:22][C:20](=[O:21])[C:19]([CH3:28])([S:1][C:2]1[CH:3]=[CH:4][C:5]([C:6]([O:8][CH3:9])=[O:7])=[CH:10][CH:11]=1)[CH3:27])([CH3:26])([CH3:25])[CH3:24]. The catalyst class is: 3. (2) Product: [CH:1]1([N:5]2[CH2:6][CH2:7][C:8]3([CH2:13][CH2:12][N:11]([C:14]4[CH:22]=[CH:21][C:17]([C:18]([N:27]5[CH2:28][CH2:29][CH2:30][CH:26]5[CH3:25])=[O:20])=[CH:16][N:15]=4)[CH2:10][CH2:9]3)[CH2:23][CH2:24]2)[CH2:4][CH2:3][CH2:2]1. The catalyst class is: 2. Reactant: [CH:1]1([N:5]2[CH2:24][CH2:23][C:8]3([CH2:13][CH2:12][N:11]([C:14]4[CH:22]=[CH:21][C:17]([C:18]([OH:20])=O)=[CH:16][N:15]=4)[CH2:10][CH2:9]3)[CH2:7][CH2:6]2)[CH2:4][CH2:3][CH2:2]1.[CH3:25][CH:26]1[CH2:30][CH2:29][CH2:28][NH:27]1. (3) Reactant: C(O[C:4]([C:6]1[S:7][C:8](Br)=[C:9]2[CH2:14][C:13]([CH3:16])([CH3:15])[CH2:12][CH2:11][C:10]=12)=[O:5])C.[CH3:18][O-:19].[Na+].[CH3:21][Li]. Product: [CH3:18][O:19][C:8]1[S:7][C:6]([C:4](=[O:5])[CH3:21])=[C:10]2[CH2:11][CH2:12][C:13]([CH3:15])([CH3:16])[CH2:14][C:9]=12. The catalyst class is: 275. (4) Product: [F:1][C:2]1[CH:3]=[C:4]([NH:26][C:31]([CH:27]2[CH2:30][CH2:29][CH2:28]2)=[O:32])[CH:5]=[CH:6][C:7]=1[N:8]1[CH2:9][CH2:10][N:11]([CH:14]([C:21]2[O:22][CH:23]=[CH:24][N:25]=2)[C:15]2[CH:16]=[CH:17][CH:18]=[CH:19][CH:20]=2)[CH2:12][CH2:13]1. The catalyst class is: 2. Reactant: [F:1][C:2]1[CH:3]=[C:4]([NH2:26])[CH:5]=[CH:6][C:7]=1[N:8]1[CH2:13][CH2:12][N:11]([CH:14]([C:21]2[O:22][CH:23]=[CH:24][N:25]=2)[C:15]2[CH:20]=[CH:19][CH:18]=[CH:17][CH:16]=2)[CH2:10][CH2:9]1.[CH:27]1([C:31](Cl)=[O:32])[CH2:30][CH2:29][CH2:28]1.CCN(C(C)C)C(C)C. (5) Product: [CH2:3]([O:10][CH2:11][C:12]([CH3:20])([CH3:19])[C:13]#[CH:14])[C:4]1[CH:9]=[CH:8][CH:7]=[CH:6][CH:5]=1. Reactant: [OH-].[K+].[CH2:3]([O:10][CH2:11][C:12]([CH3:20])([CH3:19])[C:13]#[C:14][Si](C)(C)C)[C:4]1[CH:9]=[CH:8][CH:7]=[CH:6][CH:5]=1. The catalyst class is: 24. (6) Reactant: [F:1][C:2]1[C:10]([O:11][CH2:12][F:13])=[C:9]([F:14])[C:8]([F:15])=[CH:7][C:3]=1[C:4]([NH2:6])=[O:5].C(Cl)(=O)[C:17](Cl)=[O:18]. Product: [F:1][C:2]1[C:10]([O:11][CH2:12][F:13])=[C:9]([F:14])[C:8]([F:15])=[CH:7][C:3]=1[C:4]([N:6]=[C:17]=[O:18])=[O:5]. The catalyst class is: 26.